Task: Predict the reactants needed to synthesize the given product.. Dataset: Full USPTO retrosynthesis dataset with 1.9M reactions from patents (1976-2016) (1) Given the product [O:27]=[C:23]1[CH2:22][CH2:21][CH2:20][C:19]2[CH:18]=[C:17]([O:6][S:3]([C:2]([F:15])([F:14])[F:1])(=[O:5])=[O:4])[CH:26]=[CH:25][C:24]1=2, predict the reactants needed to synthesize it. The reactants are: [F:1][C:2]([F:15])([F:14])[S:3]([O:6]S(C(F)(F)F)(=O)=O)(=[O:5])=[O:4].O[C:17]1[CH:18]=[C:19]2[C:24](=[CH:25][CH:26]=1)[C:23](=[O:27])[CH2:22][CH2:21][CH2:20]2.N1C(C)=CC=CC=1C. (2) Given the product [C:1]([O:5][C:6]([N:8]1[C:13]([CH3:20])=[CH:12][C:11]([Cl:14])=[CH:10][CH:9]1[CH:15]1[CH2:16][CH2:17][CH2:18][CH2:19]1)=[O:7])([CH3:4])([CH3:2])[CH3:3], predict the reactants needed to synthesize it. The reactants are: [C:1]([O:5][C:6]([N:8]1[CH:13]=[CH:12][C:11]([Cl:14])=[CH:10][CH:9]1[CH:15]1[CH2:19][CH2:18][CH2:17][CH2:16]1)=[O:7])([CH3:4])([CH3:3])[CH3:2].[CH2:20]([Li])CCC.IC.O. (3) Given the product [F:22][C:23]1[C:28]([O:29][CH3:30])=[CH:27][C:26]([O:31][CH3:32])=[C:25]([F:21])[C:24]=1[C:33]1[N:38]=[CH:37][C:36]2[C:39]([I:48])=[N:40][N:41]([CH:42]3[CH2:47][CH2:46][CH2:45][CH2:44][O:43]3)[C:35]=2[CH:34]=1, predict the reactants needed to synthesize it. The reactants are: [B-](F)(F)(F)F.[B-](F)(F)(F)F.C1[N+]2(CCl)CC[N+]([F:21])(CC2)C1.[F:22][C:23]1[C:28]([O:29][CH3:30])=[CH:27][C:26]([O:31][CH3:32])=[CH:25][C:24]=1[C:33]1[N:38]=[CH:37][C:36]2[C:39]([I:48])=[N:40][N:41]([CH:42]3[CH2:47][CH2:46][CH2:45][CH2:44][O:43]3)[C:35]=2[CH:34]=1. (4) Given the product [N:24]1[C:25]2[C:30](=[CH:29][CH:28]=[CH:27][CH:26]=2)[CH:31]=[CH:32][C:23]=1[CH2:22][N:1]1[CH2:6][CH2:5][CH2:4][CH2:3][CH:2]1[C:7]1[O:11][N:10]=[C:9]([C:12]2[CH:13]=[C:14]([CH:17]=[CH:18][CH:19]=2)[C:15]#[N:16])[N:8]=1, predict the reactants needed to synthesize it. The reactants are: [NH:1]1[CH2:6][CH2:5][CH2:4][CH2:3][CH:2]1[C:7]1[O:11][N:10]=[C:9]([C:12]2[CH:13]=[C:14]([CH:17]=[CH:18][CH:19]=2)[C:15]#[N:16])[N:8]=1.Cl.Cl[CH2:22][C:23]1[CH:32]=[CH:31][C:30]2[C:25](=[CH:26][CH:27]=[CH:28][CH:29]=2)[N:24]=1.C(N(C(C)C)CC)(C)C.Cl. (5) Given the product [I:1][C:2]1[CH:3]=[N:4][N:5]([CH2:10][CH2:11][CH2:12][CH2:13][C:14]([F:17])([F:16])[F:15])[CH:6]=1, predict the reactants needed to synthesize it. The reactants are: [I:1][C:2]1[CH:3]=[N:4][NH:5][CH:6]=1.[H-].[Na+].Br[CH2:10][CH2:11][CH2:12][CH2:13][C:14]([F:17])([F:16])[F:15].CCCCCC. (6) Given the product [F:1][C:2]([F:17])([F:18])[C:3]1[CH:4]=[C:5]([CH:14]=[CH:15][CH:16]=1)[O:6][C:7]1[CH:8]=[CH:9][C:10]([O:13][C:21](=[O:22])[N:20]([CH3:19])[C:24]2[CH:29]=[CH:28][CH:27]=[CH:26][CH:25]=2)=[CH:11][CH:12]=1, predict the reactants needed to synthesize it. The reactants are: [F:1][C:2]([F:18])([F:17])[C:3]1[CH:4]=[C:5]([CH:14]=[CH:15][CH:16]=1)[O:6][C:7]1[CH:12]=[CH:11][C:10]([OH:13])=[CH:9][CH:8]=1.[CH3:19][N:20]([C:24]1[CH:29]=[CH:28][CH:27]=[CH:26][CH:25]=1)[C:21](Cl)=[O:22]. (7) Given the product [C:1]([N:5]1[CH2:31][CH2:30][CH2:29][CH2:28][C:8]2[C:9]([C:23]3[S:24][CH:25]=[CH:26][CH:27]=3)=[C:10]3[C:19]4[CH:18]=[C:17]([NH:20][S:34]([CH3:33])(=[O:36])=[O:35])[C:16]([O:21][CH3:22])=[CH:15][C:14]=4[CH2:13][CH2:12][N:11]3[C:7]=2[C:6]1=[O:32])([CH3:4])([CH3:2])[CH3:3], predict the reactants needed to synthesize it. The reactants are: [C:1]([N:5]1[CH2:31][CH2:30][CH2:29][CH2:28][C:8]2[C:9]([C:23]3[S:24][CH:25]=[CH:26][CH:27]=3)=[C:10]3[C:19]4[CH:18]=[C:17]([NH2:20])[C:16]([O:21][CH3:22])=[CH:15][C:14]=4[CH2:13][CH2:12][N:11]3[C:7]=2[C:6]1=[O:32])([CH3:4])([CH3:3])[CH3:2].[CH3:33][S:34](Cl)(=[O:36])=[O:35].C(N(CC)C(C)C)(C)C.